From a dataset of Full USPTO retrosynthesis dataset with 1.9M reactions from patents (1976-2016). Predict the reactants needed to synthesize the given product. (1) Given the product [OH:6][CH2:7][CH2:8][N:9]1[CH2:31][CH2:30][N:12]2[C:13]3[CH:14]=[CH:15][C:16]([O:20][CH:21]4[CH2:22][CH2:23][N:24]([CH:27]([CH3:29])[CH3:28])[CH2:25][CH2:26]4)=[CH:17][C:18]=3[CH:19]=[C:11]2[C:10]1=[O:32], predict the reactants needed to synthesize it. The reactants are: C([Si](C)(C)[O:6][CH2:7][CH2:8][N:9]1[CH2:31][CH2:30][N:12]2[C:13]3[CH:14]=[CH:15][C:16]([O:20][CH:21]4[CH2:26][CH2:25][N:24]([CH:27]([CH3:29])[CH3:28])[CH2:23][CH2:22]4)=[CH:17][C:18]=3[CH:19]=[C:11]2[C:10]1=[O:32])(C)(C)C.FC(F)(F)C(O)=O. (2) Given the product [Cl:1][C:2]1[CH:3]=[CH:4][C:5]([CH:8]2[C:9]3[C:26]([CH2:27][CH3:28])=[N:31][N:30]([CH2:32][CH2:33][OH:34])[C:10]=3[C:11](=[O:24])[N:12]2[C:13]2[CH:14]=[C:15]([CH3:23])[C:16]3[O:20][N:19]=[C:18]([CH3:21])[C:17]=3[CH:22]=2)=[CH:6][CH:7]=1, predict the reactants needed to synthesize it. The reactants are: [Cl:1][C:2]1[CH:7]=[CH:6][C:5]([CH:8]2[N:12]([C:13]3[CH:14]=[C:15]([CH3:23])[C:16]4[O:20][N:19]=[C:18]([CH3:21])[C:17]=4[CH:22]=3)[C:11](=[O:24])[C:10](=O)[CH:9]2[C:26](=O)[CH2:27][CH3:28])=[CH:4][CH:3]=1.[NH:30]([CH2:32][CH2:33][OH:34])[NH2:31]. (3) Given the product [Cl:17][C:18]1[O:22][C:21]([CH2:23][NH:16][CH2:15][CH2:14][NH:13][C:4]2[CH:5]=[CH:6][C:7]3[C:12](=[CH:11][CH:10]=[CH:9][CH:8]=3)[C:3]=2[Cl:2])=[CH:20][CH:19]=1, predict the reactants needed to synthesize it. The reactants are: [Cl-].[Cl:2][C:3]1[C:12]2[C:7](=[CH:8][CH:9]=[CH:10][CH:11]=2)[CH:6]=[CH:5][C:4]=1[NH:13][CH2:14][CH2:15][NH3+:16].[Cl:17][C:18]1[O:22][C:21]([CH:23]=O)=[CH:20][CH:19]=1.